From a dataset of Full USPTO retrosynthesis dataset with 1.9M reactions from patents (1976-2016). Predict the reactants needed to synthesize the given product. The reactants are: [CH3:1][NH:2][C:3]1[CH:16]=[CH:15][C:6]([O:7][C:8]2[CH:13]=[CH:12][N:11]=[C:10]([NH2:14])[CH:9]=2)=[CH:5][C:4]=1[N+:17]([O-:19])=[O:18].C(N(CC)CC)C.[Cl:27][CH2:28][C:29](Cl)=[O:30]. Given the product [CH3:1][NH:2][C:3]1[CH:16]=[CH:15][C:6]([O:7][C:8]2[CH:13]=[CH:12][N:11]=[C:10]([NH:14][C:29](=[O:30])[CH2:28][Cl:27])[CH:9]=2)=[CH:5][C:4]=1[N+:17]([O-:19])=[O:18], predict the reactants needed to synthesize it.